From a dataset of Forward reaction prediction with 1.9M reactions from USPTO patents (1976-2016). Predict the product of the given reaction. (1) Given the reactants C(OC(=O)[NH:10][CH2:11][CH2:12][CH2:13][CH2:14][C@H:15]([NH:27][C:28]([C@H:30]1[CH2:35][CH2:34][CH2:33][N:32]([C:36](=[O:45])[CH2:37][CH2:38][C:39]2[CH:44]=[CH:43][CH:42]=[CH:41][CH:40]=2)[CH2:31]1)=[O:29])[C:16]([C:18]1[S:19][C:20]2[CH:26]=[CH:25][CH:24]=[CH:23][C:21]=2[N:22]=1)=[O:17])C1C=CC=CC=1.Br.CC(O)=O.O, predict the reaction product. The product is: [NH2:10][CH2:11][CH2:12][CH2:13][CH2:14][C@H:15]([NH:27][C:28]([C@H:30]1[CH2:35][CH2:34][CH2:33][N:32]([C:36](=[O:45])[CH2:37][CH2:38][C:39]2[CH:40]=[CH:41][CH:42]=[CH:43][CH:44]=2)[CH2:31]1)=[O:29])[C:16]([C:18]1[S:19][C:20]2[CH:26]=[CH:25][CH:24]=[CH:23][C:21]=2[N:22]=1)=[O:17]. (2) Given the reactants [C:1]([N:8]1[CH2:12][CH2:11][CH:10]([OH:13])[CH2:9]1)([O:3][C:4]([CH3:7])([CH3:6])[CH3:5])=[O:2].[F:14][C:15]([F:24])([F:23])[C:16]1[CH:17]=[C:18](O)[CH:19]=[CH:20][CH:21]=1, predict the reaction product. The product is: [F:14][C:15]([F:24])([F:23])[C:16]1[CH:21]=[C:20]([CH:19]=[CH:18][CH:17]=1)[O:13][CH:10]1[CH2:11][CH2:12][N:8]([C:1]([O:3][C:4]([CH3:7])([CH3:6])[CH3:5])=[O:2])[CH2:9]1.